Task: Predict which catalyst facilitates the given reaction.. Dataset: Catalyst prediction with 721,799 reactions and 888 catalyst types from USPTO (1) The catalyst class is: 221. Reactant: [OH:1][C:2]1[CH:11]=[CH:10][C:5]([C:6]([O:8][CH3:9])=[O:7])=[CH:4][CH:3]=1.[F:12][C:13]1[CH:14]=[C:15](B(O)O)[CH:16]=[CH:17][CH:18]=1.N1C=CC=CC=1. Product: [F:12][C:13]1[CH:18]=[C:17]([CH:16]=[CH:15][CH:14]=1)[O:1][C:2]1[CH:3]=[CH:4][C:5]([C:6]([O:8][CH3:9])=[O:7])=[CH:10][CH:11]=1. (2) Reactant: [Cl:1][C:2]1[CH:3]=[CH:4][C:5]2[S:9][C:8]([C:10]3[C:11](=[O:40])[N:12]([CH2:32][CH2:33][C:34]4[CH:39]=[CH:38][CH:37]=[CH:36][CH:35]=4)[C:13]([C:17]4[CH:22]=[CH:21][CH:20]=[C:19]([F:23])[C:18]=4[O:24]CC4C=CC=CC=4)=[N:14][C:15]=3[CH3:16])=[C:7]([CH3:41])[C:6]=2[CH:42]=1. Product: [Cl:1][C:2]1[CH:3]=[CH:4][C:5]2[S:9][C:8]([C:10]3[C:11](=[O:40])[N:12]([CH2:32][CH2:33][C:34]4[CH:35]=[CH:36][CH:37]=[CH:38][CH:39]=4)[C:13]([C:17]4[CH:22]=[CH:21][CH:20]=[C:19]([F:23])[C:18]=4[OH:24])=[N:14][C:15]=3[CH3:16])=[C:7]([CH3:41])[C:6]=2[CH:42]=1. The catalyst class is: 285. (3) Reactant: [F:1][C:2]1[CH:7]=[CH:6][C:5]([F:8])=[CH:4][C:3]=1[C:9]1[CH:16]2[N:12]([C:13](=[O:17])[NH:14][CH2:15]2)[CH:11]([C:18]2[CH:23]=[CH:22][CH:21]=[CH:20][CH:19]=2)[CH:10]=1.[H-].[Na+].I[CH3:27]. Product: [F:1][C:2]1[CH:7]=[CH:6][C:5]([F:8])=[CH:4][C:3]=1[C:9]1[C@H:16]2[N:12]([C:13](=[O:17])[N:14]([CH3:27])[CH2:15]2)[C@H:11]([C:18]2[CH:23]=[CH:22][CH:21]=[CH:20][CH:19]=2)[CH:10]=1. The catalyst class is: 1. (4) Reactant: [F:1][C:2]([F:8])([F:7])[S:3]([O-:6])(=[O:5])=[O:4].[K+].CC(C)=O.C(OCC)C.[Br-].[O:20]=[C:21]([C:28]([CH3:31])([CH3:30])[CH3:29])[CH2:22][S+:23]1[CH2:27][CH2:26][CH2:25][CH2:24]1. Product: [F:1][C:2]([F:8])([F:7])[S:3]([O-:6])(=[O:5])=[O:4].[O:20]=[C:21]([C:28]([CH3:31])([CH3:30])[CH3:29])[CH2:22][S+:23]1[CH2:27][CH2:26][CH2:25][CH2:24]1. The catalyst class is: 10.